This data is from Reaction yield outcomes from USPTO patents with 853,638 reactions. The task is: Predict the reaction yield, written as a fraction of the theoretical maximum amount of product (1.0 means a 100% yield; for example, 0.34 means a 34% yield). (1) The reactants are [C:1]([C:3]1[CH:19]=[CH:18][C:6]([O:7][C:8]2[CH:9]=[CH:10][C:11]3[B:15]([OH:16])[O:14][CH2:13][C:12]=3[CH:17]=2)=[C:5]([O:20][CH2:21][C:22]([O:24]CC)=[O:23])[CH:4]=1)#[N:2].[OH-].[Na+].Cl. The catalyst is CO. The product is [C:22]([CH2:21][O:20][C:5]1[CH:4]=[C:3]([C:1]#[N:2])[CH:19]=[CH:18][C:6]=1[O:7][C:8]1[CH:9]=[CH:10][C:11]2[B:15]([OH:16])[O:14][CH2:13][C:12]=2[CH:17]=1)([OH:24])=[O:23]. The yield is 0.410. (2) The reactants are C(OC(=O)[NH:7][C:8]([CH3:48])([CH3:47])[C:9]([N:11]1[CH2:16][CH2:15][CH:14]([C:17]2[CH:22]=[CH:21][C:20]([NH:23][C:24]([C:26]3[N:27](COCC[Si](C)(C)C)[CH:28]=[C:29]([C:31]#[N:32])[N:30]=3)=[O:25])=[C:19]([C:41]3[CH2:46][CH2:45][CH2:44][CH2:43][CH:42]=3)[CH:18]=2)[CH2:13][CH2:12]1)=[O:10])(C)(C)C.[C:50]([OH:56])([C:52]([F:55])([F:54])[F:53])=[O:51]. The catalyst is C(Cl)Cl.CCO. The product is [F:53][C:52]([F:55])([F:54])[C:50]([OH:56])=[O:51].[NH2:7][C:8]([CH3:48])([CH3:47])[C:9]([N:11]1[CH2:16][CH2:15][CH:14]([C:17]2[CH:22]=[CH:21][C:20]([NH:23][C:24]([C:26]3[NH:30][C:29]([C:31]#[N:32])=[CH:28][N:27]=3)=[O:25])=[C:19]([C:41]3[CH2:46][CH2:45][CH2:44][CH2:43][CH:42]=3)[CH:18]=2)[CH2:13][CH2:12]1)=[O:10]. The yield is 0.290.